Regression. Given a target protein amino acid sequence and a drug SMILES string, predict the binding affinity score between them. We predict pIC50 (pIC50 = -log10(IC50 in M); higher means more potent). Dataset: bindingdb_ic50. From a dataset of Drug-target binding data from BindingDB using IC50 measurements. (1) The drug is COc1ccc(NC(=O)C(=O)Cc2nc3ccc([N+](=O)[O-])cc3[nH]c2=O)c(OC)c1. The target protein sequence is MLEPLRLSQLTVALDARLIGEDAVFSAVSTDSRAIGPGQLFIALSGPRFDGHDYLAEVAAKGAVAALVEREVADAPLPQLLVRDTRAALGRLGALNRRKFTGPLAAMTGSSGKTAVKEMLASILRTQAGDAESVLATRGNLNNDLGVPLTLLQLAPQHRSAVIELGASRIGEIAYTVELTRPHVAIITNAGTAHVGEFGGPEKIVEAKGEILEGLAADGTAVLNLDDKAFDTWKARASGRPLLTFSLDRPQADFRAADLQRDARGCMGFRLQGVAGEAQVQLNLLGRHNVANALAAAAAAHALGVPLDGIVAGLQALQPVKGRAVAQLTASGLRVIDDSYNANPASMLAAIDILSGFSGRTVLVLGDMGELGSWAEQAHREVGAYAAGKVSALYAVGPLMAHAVQAFGATGRHFADQASLIGALATEQPTTTILIKGSRSAAMDKVVAALCGSSEESH. The pIC50 is 3.9. (2) The small molecule is COC[C@H](OC)c1c(NC(=O)Nc2cnc(-n3nccn3)c(Cl)c2)cnc2cc(Cl)nn12. The target protein (Q9UDY8) has sequence MSLLGDPLQALPPSAAPTGPLLAPPAGATLNRLREPLLRRLSELLDQAPEGRGWRRLAELAGSRGRLRLSCLDLEQCSLKVLEPEGSPSLCLLKLMGEKGCTVTELSDFLQAMEHTEVLQLLSPPGIKITVNPESKAVLAGQFVKLCCRATGHPFVQYQWFKMNKEIPNGNTSELIFNAVHVKDAGFYVCRVNNNFTFEFSQWSQLDVCDIPESFQRSVDGVSESKLQICVEPTSQKLMPGSTLVLQCVAVGSPIPHYQWFKNELPLTHETKKLYMVPYVDLEHQGTYWCHVYNDRDSQDSKKVEIIIGRTDEAVECTEDELNNLGHPDNKEQTTDQPLAKDKVALLIGNMNYREHPKLKAPLVDVYELTNLLRQLDFKVVSLLDLTEYEMRNAVDEFLLLLDKGVYGLLYYAGHGYENFGNSFMVPVDAPNPYRSENCLCVQNILKLMQEKETGLNVFLLDMCRKRNDYDDTIPILDALKVTANIVFGYATCQGAEAFE.... The pIC50 is 10.0.